This data is from hERG potassium channel inhibition data for cardiac toxicity prediction from Karim et al.. The task is: Regression/Classification. Given a drug SMILES string, predict its toxicity properties. Task type varies by dataset: regression for continuous values (e.g., LD50, hERG inhibition percentage) or binary classification for toxic/non-toxic outcomes (e.g., AMES mutagenicity, cardiotoxicity, hepatotoxicity). Dataset: herg_karim. (1) The compound is O=C(C1CCN(c2cccc(C(F)(F)F)n2)CC1)N1CC[C@H](N[C@H]2CC[C@@](O)(c3ccc(-c4ncccn4)cn3)CC2)C1. The result is 0 (non-blocker). (2) The molecule is CCCc1nc(C)c2c(=O)nc(-c3cc(S(=O)(=O)N4CC[N+](CC)CC4)ccc3OCC)[nH]n12. The result is 0 (non-blocker).